Dataset: Catalyst prediction with 721,799 reactions and 888 catalyst types from USPTO. Task: Predict which catalyst facilitates the given reaction. (1) Reactant: [Cl:1][C:2]1[CH:10]=[C:9]2[C:5]([CH2:6][C:7](=[O:11])[NH:8]2)=[CH:4][CH:3]=1.[CH3:12][O:13][C:14](=[O:26])[CH2:15][O:16][C:17]1[CH:22]=[CH:21][C:20]([Cl:23])=[CH:19][C:18]=1[CH:24]=O.N1CCCC1. Product: [CH3:12][O:13][C:14](=[O:26])[CH2:15][O:16][C:17]1[CH:22]=[CH:21][C:20]([Cl:23])=[CH:19][C:18]=1/[CH:24]=[C:6]1\[C:7](=[O:11])[NH:8][C:9]2[C:5]\1=[CH:4][CH:3]=[C:2]([Cl:1])[CH:10]=2. The catalyst class is: 5. (2) Reactant: [CH3:1][CH:2]([CH2:4][CH2:5][CH2:6][C@H:7]([C@@H:9]1[C@:26]2([CH3:27])[C@H:12]([C@H:13]3[C@H:23]([CH2:24][CH2:25]2)[C@:21]2([CH3:22])[C:16]([CH2:17][C@@H:18]([N:28](S(C4C=CC=CC=4[N+]([O-])=O)(=O)=O)[CH2:29][CH2:30][CH2:31][NH:32][C:33](=[O:62])[CH2:34][CH2:35][NH:36][C:37](=[O:61])[CH2:38][CH2:39][NH:40][C:41](=[O:60])[CH2:42][CH2:43][CH2:44][CH2:45][CH2:46][NH:47][C:48]4[C:53]5=[N:54][O:55][N:56]=[C:52]5[C:51]([N+:57]([O-:59])=[O:58])=[CH:50][CH:49]=4)[CH2:19][CH2:20]2)=[CH:15][CH2:14]3)[CH2:11][CH2:10]1)[CH3:8])[CH3:3].C([O-])([O-])=O.[K+].[K+].C1(S)C=CC=CC=1. Product: [CH3:3][CH:2]([CH2:4][CH2:5][CH2:6][C@H:7]([C@@H:9]1[C@:26]2([CH3:27])[C@H:12]([C@H:13]3[C@H:23]([CH2:24][CH2:25]2)[C@:21]2([CH3:22])[C:16]([CH2:17][C@@H:18]([NH:28][CH2:29][CH2:30][CH2:31][NH:32][C:33](=[O:62])[CH2:34][CH2:35][NH:36][C:37](=[O:61])[CH2:38][CH2:39][NH:40][C:41](=[O:60])[CH2:42][CH2:43][CH2:44][CH2:45][CH2:46][NH:47][C:48]4[C:53]5=[N:54][O:55][N:56]=[C:52]5[C:51]([N+:57]([O-:59])=[O:58])=[CH:50][CH:49]=4)[CH2:19][CH2:20]2)=[CH:15][CH2:14]3)[CH2:11][CH2:10]1)[CH3:8])[CH3:1]. The catalyst class is: 348.